Dataset: Full USPTO retrosynthesis dataset with 1.9M reactions from patents (1976-2016). Task: Predict the reactants needed to synthesize the given product. (1) Given the product [Cl:1][C:2]1[C:7]([N:8]([CH3:28])[C:9](=[O:14])[C:10]([CH3:12])([CH3:13])[CH3:11])=[CH:6][CH:5]=[C:4]([C:15]2[S:16][C:17]3[CH:23]=[C:22]([O:24][CH3:25])[CH:21]=[CH:20][C:18]=3[N:19]=2)[N:3]=1, predict the reactants needed to synthesize it. The reactants are: [Cl:1][C:2]1[C:7]([NH:8][C:9](=[O:14])[C:10]([CH3:13])([CH3:12])[CH3:11])=[CH:6][CH:5]=[C:4]([C:15]2[S:16][C:17]3[CH:23]=[C:22]([O:24][CH3:25])[CH:21]=[CH:20][C:18]=3[N:19]=2)[N:3]=1.[H-].[Na+].[CH3:28]I. (2) The reactants are: [CH3:1][O:2][C:3]1[CH:32]=[CH:31][C:6]([CH2:7][N:8]2[C:16]3[C:11](=[CH:12][CH:13]=[CH:14][CH:15]=3)[C:10]([C:17]3[N:22]=[C:21]([NH:23][C:24]4[CH:29]=[CH:28][N:27]=[CH:26][CH:25]=4)[C:20]([OH:30])=[CH:19][N:18]=3)=[N:9]2)=[CH:5][CH:4]=1.Br[CH:34]1[CH2:36][CH2:35]1.C(=O)([O-])[O-].[Cs+].[Cs+]. Given the product [CH:34]1([O:30][C:20]2[C:21]([NH:23][C:24]3[CH:29]=[CH:28][N:27]=[CH:26][CH:25]=3)=[N:22][C:17]([C:10]3[C:11]4[C:16](=[CH:15][CH:14]=[CH:13][CH:12]=4)[N:8]([CH2:7][C:6]4[CH:5]=[CH:4][C:3]([O:2][CH3:1])=[CH:32][CH:31]=4)[N:9]=3)=[N:18][CH:19]=2)[CH2:36][CH2:35]1, predict the reactants needed to synthesize it. (3) The reactants are: [C:1]([O:5][C:6](=[O:13])[NH:7][CH2:8][CH2:9][CH2:10][CH2:11][NH2:12])([CH3:4])([CH3:3])[CH3:2].[C:14]([O:18][C:19](=[O:29])[NH:20][C:21]1[C:22]([CH:27]=O)=[N:23][CH:24]=[CH:25][CH:26]=1)([CH3:17])([CH3:16])[CH3:15].[BH4-].[Na+]. Given the product [C:1]([O:5][C:6](=[O:13])[NH:7][C:8]1[C:27]([CH2:22][NH:23][CH2:24][CH2:25][CH2:26][CH2:21][NH:20][C:19]([O:18][C:14]([CH3:15])([CH3:17])[CH3:16])=[O:29])=[N:12][CH:11]=[CH:10][CH:9]=1)([CH3:4])([CH3:2])[CH3:3], predict the reactants needed to synthesize it. (4) Given the product [CH2:27]([N:29]1[CH2:34][CH2:33][N:32]([C:23]2[CH:24]=[CH:25][C:16]([O:15][CH3:14])=[C:17]3[C:22]=2[CH:21]=[N:20][CH:19]=[CH:18]3)[CH2:31][CH2:30]1)[CH3:28], predict the reactants needed to synthesize it. The reactants are: C1(C)C=CC=CC=1.CC(C)([O-])C.[Na+].[CH3:14][O:15][C:16]1[CH:25]=[CH:24][C:23](Br)=[C:22]2[C:17]=1[CH:18]=[CH:19][N:20]=[CH:21]2.[CH2:27]([N:29]1[CH2:34][CH2:33][NH:32][CH2:31][CH2:30]1)[CH3:28].